The task is: Regression/Classification. Given a drug SMILES string, predict its toxicity properties. Task type varies by dataset: regression for continuous values (e.g., LD50, hERG inhibition percentage) or binary classification for toxic/non-toxic outcomes (e.g., AMES mutagenicity, cardiotoxicity, hepatotoxicity). Dataset: herg_karim.. This data is from hERG potassium channel inhibition data for cardiac toxicity prediction from Karim et al.. (1) The drug is CCCCCOC(=O)N1CCN(C(=O)[C@H](CCC(=O)O)NC(=O)c2cc(N3CCC(C(=O)N4CCCC4)CC3)cc(-c3ccccc3)n2)CC1. The result is 0 (non-blocker). (2) The molecule is CNCc1cc(C)c(C)cc1Oc1ccc(Cl)c(Cl)c1. The result is 1 (blocker). (3) The compound is CC1(C)Cc2c(sc(NC(=S)NC(=O)c3ccccc3)c2C(=O)O)CO1. The result is 0 (non-blocker). (4) The molecule is CCN(C(=O)Cc1ccc(S(C)(=O)=O)cc1)C1CCN(CC[C@@H](c2cc(F)cc(Cl)c2)C2CCN(S(C)(=O)=O)CC2)CC1. The result is 0 (non-blocker).